Dataset: Catalyst prediction with 721,799 reactions and 888 catalyst types from USPTO. Task: Predict which catalyst facilitates the given reaction. (1) Product: [Br:1][C:8]1[S:7][C:6]([C:4]([CH:11]2[CH2:16][CH2:15][N:14]([C:17]([O:19][C:20]([CH3:23])([CH3:22])[CH3:21])=[O:18])[CH2:13][CH2:12]2)([OH:3])[CH3:5])=[N:10][CH:9]=1. The catalyst class is: 15. Reactant: [Br:1]Br.[OH:3][C:4]([CH:11]1[CH2:16][CH2:15][N:14]([C:17]([O:19][C:20]([CH3:23])([CH3:22])[CH3:21])=[O:18])[CH2:13][CH2:12]1)([C:6]1[S:7][CH:8]=[CH:9][N:10]=1)[CH3:5].C([O-])(=O)C.[Na+]. (2) Reactant: [Br:1][C:2]1[CH:7]=[C:6]2[NH:8][C:9](=[O:45])[C:10]3([CH:15]([C:16]4[CH:21]=[C:20]([Cl:22])[CH:19]=[CH:18][C:17]=4[O:23][C:24]([CH2:34][CH3:35])([C:27]([NH:29][S:30]([CH3:33])(=[O:32])=[O:31])=[O:28])[CH2:25][CH3:26])[CH2:14][C:13](=[O:36])[NH:12][CH:11]3[C:37]3[CH:42]=[C:41]([Cl:43])[CH:40]=[CH:39][C:38]=3[CH3:44])[C:5]2=[CH:4][CH:3]=1.[C:46](OC(=O)C)(=[O:48])[CH3:47]. The catalyst class is: 230. Product: [C:46]([N:8]1[C:6]2[C:5](=[CH:4][CH:3]=[C:2]([Br:1])[CH:7]=2)[C:10]2([CH:15]([C:16]3[CH:21]=[C:20]([Cl:22])[CH:19]=[CH:18][C:17]=3[O:23][C:24]([CH2:34][CH3:35])([C:27]([NH:29][S:30]([CH3:33])(=[O:32])=[O:31])=[O:28])[CH2:25][CH3:26])[CH2:14][C:13](=[O:36])[NH:12][CH:11]2[C:37]2[CH:42]=[C:41]([Cl:43])[CH:40]=[CH:39][C:38]=2[CH3:44])[C:9]1=[O:45])(=[O:48])[CH3:47]. (3) Reactant: [CH2:1]([C:3]1[CH:4]=[C:5]([O:15][C:16]2[CH:17]=[N:18][C:19]([S:22]([CH3:25])(=[O:24])=[O:23])=[CH:20][CH:21]=2)[CH:6]=[C:7]2[C:11]=1[NH:10][C:9]([C:12]([OH:14])=O)=[CH:8]2)[CH3:2].[NH4+].O[N:28]1C2C=CC=CC=2N=N1.Cl.C(N=C=NCCCN(C)C)C. Product: [CH2:1]([C:3]1[CH:4]=[C:5]([O:15][C:16]2[CH:17]=[N:18][C:19]([S:22]([CH3:25])(=[O:24])=[O:23])=[CH:20][CH:21]=2)[CH:6]=[C:7]2[C:11]=1[NH:10][C:9]([C:12]([NH2:28])=[O:14])=[CH:8]2)[CH3:2]. The catalyst class is: 9. (4) The catalyst class is: 12. Product: [CH3:1][O:2][C:3]1[CH:4]=[CH:5][C:6]([CH2:7][O:8][C:9]2[CH:17]=[CH:16][C:12]([C:13]([O:15][CH2:39][Cl:40])=[O:14])=[CH:11][CH:10]=2)=[CH:18][CH:19]=1. Reactant: [CH3:1][O:2][C:3]1[CH:19]=[CH:18][C:6]([CH2:7][O:8][C:9]2[CH:17]=[CH:16][C:12]([C:13]([OH:15])=[O:14])=[CH:11][CH:10]=2)=[CH:5][CH:4]=1.[OH-].C([N+](CCCC)(CCCC)CCCC)CCC.I[CH2:39][Cl:40]. (5) Reactant: [CH3:1][CH:2]1[CH2:7][NH:6][CH2:5][CH2:4][NH:3]1.C(=O)([O-])[O-].[Cs+].[Cs+].C1(P(C2C=CC=CC=2)C2C=CC3C(=CC=CC=3)C=2C2C3C(=CC=CC=3)C=CC=2P(C2C=CC=CC=2)C2C=CC=CC=2)C=CC=CC=1.FC(F)(F)S(O[C:66]1[CH:75]=[CH:74][CH:73]=[C:72]2[C:67]=1[CH:68]=[CH:69][C:70]([CH3:76])=[N:71]2)(=O)=O. Product: [CH3:76][C:70]1[CH:69]=[CH:68][C:67]2[C:72](=[CH:73][CH:74]=[CH:75][C:66]=2[N:6]2[CH2:5][CH2:4][NH:3][CH:2]([CH3:1])[CH2:7]2)[N:71]=1. The catalyst class is: 164.